This data is from Full USPTO retrosynthesis dataset with 1.9M reactions from patents (1976-2016). The task is: Predict the reactants needed to synthesize the given product. (1) Given the product [CH3:30][C:16]1[CH:15]=[CH:14][C:13]([C:11]([C:7]2[CH:6]=[C:5]3[C:10]([C:2]([C:5]4[CH:10]=[CH:9][N:44]=[C:7]([CH3:8])[CH:6]=4)=[CH:3][NH:4]3)=[CH:9][CH:8]=2)=[O:12])=[CH:18][C:17]=1[S:19]([NH2:22])(=[O:21])=[O:20], predict the reactants needed to synthesize it. The reactants are: Br[C:2]1[C:10]2[C:5](=[CH:6][C:7]([C:11]([C:13]3[CH:14]=[CH:15][C:16]([CH3:30])=[C:17]([S:19]([NH:22][Si](C(C)(C)C)(C)C)(=[O:21])=[O:20])[CH:18]=3)=[O:12])=[CH:8][CH:9]=2)[N:4]([Si](C(C)(C)C)(C)C)[CH:3]=1.C(Cl)Cl.CO.[OH-].[NH4+:44]. (2) Given the product [Si:27]([O:34][CH2:35][C:36]([CH3:45])([CH3:44])[CH:37]=[C:38]([C:42]#[N:43])[C:39]([N:18]1[CH2:19][CH2:20][CH2:21][C@@H:17]1[CH2:16][N:15]1[C:14]2[CH:22]=[CH:23][CH:24]=[CH:25][C:13]=2[N:12]=[C:11]1[NH:10][C:8]([C:6]1[S:7][C:3]([CH:2]([F:1])[F:26])=[CH:4][CH:5]=1)=[O:9])=[O:40])([C:30]([CH3:33])([CH3:32])[CH3:31])([CH3:29])[CH3:28], predict the reactants needed to synthesize it. The reactants are: [F:1][CH:2]([F:26])[C:3]1[S:7][C:6]([C:8]([NH:10][C:11]2[N:15]([CH2:16][C@H:17]3[CH2:21][CH2:20][CH2:19][NH:18]3)[C:14]3[CH:22]=[CH:23][CH:24]=[CH:25][C:13]=3[N:12]=2)=[O:9])=[CH:5][CH:4]=1.[Si:27]([O:34][CH2:35][C:36]([CH3:45])([CH3:44])[CH:37]=[C:38]([C:42]#[N:43])[C:39](O)=[O:40])([C:30]([CH3:33])([CH3:32])[CH3:31])([CH3:29])[CH3:28].CN(C(ON1N=NC2C=CC=NC1=2)=[N+](C)C)C.F[P-](F)(F)(F)(F)F.C(N(CC)CC)C. (3) Given the product [CH2:1]([O:3][C:4]([C:6]1[N:7]([CH2:18][CH3:19])[N:8]=[C:9]([C:11]2[CH:16]=[CH:15][CH:14]=[CH:13][CH:12]=2)[CH:10]=1)=[O:5])[CH3:2], predict the reactants needed to synthesize it. The reactants are: [CH2:1]([O:3][C:4]([C:6]1[NH:7][N:8]=[C:9]([C:11]2[CH:16]=[CH:15][CH:14]=[CH:13][CH:12]=2)[CH:10]=1)=[O:5])[CH3:2].I[CH2:18][CH3:19].[H-].[Li+]. (4) Given the product [Cl:1][C:2]1[C:3]([OH:26])=[C:4]([CH2:12][N:13]2[CH2:18][CH2:17][N:16]([C:19]([O:21][C:22]([CH3:23])([CH3:25])[CH3:24])=[O:20])[CH2:15][CH2:14]2)[C:5]2[O:9]/[C:8](=[CH:37]\[C:31]3[C:30]4[C:34](=[CH:35][CH:36]=[C:28]([Cl:27])[CH:29]=4)[NH:33][N:32]=3)/[C:7](=[O:10])[C:6]=2[CH:11]=1, predict the reactants needed to synthesize it. The reactants are: [Cl:1][C:2]1[C:3]([OH:26])=[C:4]([CH2:12][N:13]2[CH2:18][CH2:17][N:16]([C:19]([O:21][C:22]([CH3:25])([CH3:24])[CH3:23])=[O:20])[CH2:15][CH2:14]2)[C:5]2[O:9][CH2:8][C:7](=[O:10])[C:6]=2[CH:11]=1.[Cl:27][C:28]1[CH:29]=[C:30]2[C:34](=[CH:35][CH:36]=1)[NH:33][N:32]=[C:31]2[CH:37]=O.N1CCCCC1. (5) Given the product [OH:21][C:16]1[CH:15]=[C:14]([C:12](=[O:13])[CH2:11][N:6]2[C:5]3[C:7](=[CH:8][CH:9]=[C:3]([O:2][CH3:1])[CH:4]=3)[C:12]([C:14]3[CH:15]=[CH:16][C:17]([OH:20])=[C:22]([OH:25])[CH:19]=3)=[CH:11]2)[CH:19]=[CH:18][C:17]=1[OH:20], predict the reactants needed to synthesize it. The reactants are: [CH3:1][O:2][C:3]1[CH:4]=[C:5]([CH:7]=[CH:8][CH:9]=1)[NH2:6].Br[CH2:11][C:12]([C:14]1[CH:19]=[CH:18][C:17]([OH:20])=[C:16]([OH:21])[CH:15]=1)=[O:13].[C:22](=[O:25])(O)[O-].[Na+]. (6) Given the product [F:1][C:2]1[CH:7]=[CH:6][C:5]([F:8])=[CH:4][C:3]=1[CH:9]([S:20]([C:23]1[CH:24]=[CH:25][C:26]([F:29])=[CH:27][CH:28]=1)(=[O:22])=[O:21])[C:10]1[C:11]([CH3:19])=[CH:12][C:13]([C:16]([N:32]([CH3:33])[CH3:31])=[O:17])=[N:14][CH:15]=1, predict the reactants needed to synthesize it. The reactants are: [F:1][C:2]1[CH:7]=[CH:6][C:5]([F:8])=[CH:4][C:3]=1[CH:9]([S:20]([C:23]1[CH:28]=[CH:27][C:26]([F:29])=[CH:25][CH:24]=1)(=[O:22])=[O:21])[C:10]1[C:11]([CH3:19])=[CH:12][C:13]([C:16](O)=[O:17])=[N:14][CH:15]=1.Cl.[CH3:31][NH:32][CH3:33].ON1C2C=CC=CC=2N=N1.CN1CCOCC1.Cl.C(N=C=NCCCN(C)C)C. (7) Given the product [C:11]([O:15][C:16](=[O:37])[NH:17][CH:18]([C:28]([N:30]1[CH2:35][CH2:34][CH:33]([CH3:36])[CH2:32][CH2:31]1)=[O:29])[CH2:10][CH2:7][C:2]1[CH:3]=[CH:4][CH:5]=[CH:6][N:1]=1)([CH3:14])([CH3:12])[CH3:13], predict the reactants needed to synthesize it. The reactants are: [N:1]1[CH:6]=[CH:5][CH:4]=[CH:3][C:2]=1[CH:7]([CH3:10])C=O.[C:11]([O:15][C:16](=[O:37])[NH:17][CH:18]([C:28]([N:30]1[CH2:35][CH2:34][CH:33]([CH3:36])[CH2:32][CH2:31]1)=[O:29])CCC1C=CC=CC=1Cl)([CH3:14])([CH3:13])[CH3:12].ClC1C=CC=CC=1C=CC=O. (8) Given the product [CH:25]1([N:22]2[CH2:23][CH2:24][N:19]([C:17](=[O:18])[CH2:16][N:11]3[CH2:12][CH2:13][C:14]4[C:4]([Cl:3])=[N:5][CH:6]=[N:7][C:8]=4[CH2:9][CH2:10]3)[CH2:20][CH2:21]2)[CH2:28][CH2:27][CH2:26]1, predict the reactants needed to synthesize it. The reactants are: Cl.Cl.[Cl:3][C:4]1[C:14]2[CH2:13][CH2:12][NH:11][CH2:10][CH2:9][C:8]=2[N:7]=[CH:6][N:5]=1.Cl[CH2:16][C:17]([N:19]1[CH2:24][CH2:23][N:22]([CH:25]2[CH2:28][CH2:27][CH2:26]2)[CH2:21][CH2:20]1)=[O:18].C([O-])([O-])=O.[K+].[K+].[Na+].[I-]. (9) Given the product [C:21]([C:17]1([C:15]([NH:14][CH2:7][C:8]2[CH:9]=[CH:10][CH:11]=[CH:12][CH:13]=2)=[O:16])[CH2:18][CH2:19][CH2:20]1)(=[O:23])[CH3:1], predict the reactants needed to synthesize it. The reactants are: [CH3:1][Si](C[Li])(C)C.[CH2:7]([NH:14][C:15]([C:17]1([C:21]([O:23]CC)=O)[CH2:20][CH2:19][CH2:18]1)=[O:16])[C:8]1[CH:13]=[CH:12][CH:11]=[CH:10][CH:9]=1. (10) Given the product [F:8][C:9]1[CH:10]=[C:11]([N:12]2[C:4](=[O:5])[CH:3]=[CH:2][C:1]2=[O:7])[CH:13]=[CH:14][C:15]=1[F:16], predict the reactants needed to synthesize it. The reactants are: [C:1]1(=[O:7])O[C:4](=[O:5])[CH:3]=[CH:2]1.[F:8][C:9]1[CH:10]=[C:11]([CH:13]=[CH:14][C:15]=1[F:16])[NH2:12].